Dataset: Forward reaction prediction with 1.9M reactions from USPTO patents (1976-2016). Task: Predict the product of the given reaction. (1) Given the reactants C(NC)C1C=CC=CC=1.[CH3:10][NH:11][CH2:12][C:13]1[CH:22]=[CH:21][C:20]2[C:15](=CC=CC=2)[C:14]=1CCC.Cl.[O:27]=[C:28]1[NH:37][C:36]2[N:35]=[CH:34][C:33](/[CH:38]=[CH:39]/[C:40](O)=[O:41])=[CH:32][C:31]=2[CH2:30][CH2:29]1.Cl.CN1CC2C=C(/C=C/C(O)=O)C=NC=2NC(=O)C1, predict the reaction product. The product is: [CH2:12]([N:11]([CH3:10])[C:40](=[O:41])/[CH:39]=[CH:38]/[C:33]1[CH:34]=[N:35][C:36]2[NH:37][C:28](=[O:27])[CH2:29][CH2:30][C:31]=2[CH:32]=1)[C:13]1[CH:14]=[CH:15][CH:20]=[CH:21][CH:22]=1. (2) Given the reactants [Cl:1][C:2]1[CH:3]=[C:4]2[C:9](=[CH:10][CH:11]=1)[N:8]=[C:7]([CH3:12])[C:6]([CH3:13])=[C:5]2[N:14]1[C:22]2[C:17](=[CH:18][CH:19]=[C:20](I)[CH:21]=2)[C:16]([CH3:25])([CH3:24])[CH2:15]1.OC(C(O)(C)C)(C)C.[N:34]1[CH:39]=[CH:38][C:37](B(O)O)=[CH:36][CH:35]=1, predict the reaction product. The product is: [Cl:1][C:2]1[CH:3]=[C:4]2[C:9](=[CH:10][CH:11]=1)[N:8]=[C:7]([CH3:12])[C:6]([CH3:13])=[C:5]2[N:14]1[C:22]2[C:17](=[CH:18][CH:19]=[C:20]([C:37]3[CH:38]=[CH:39][N:34]=[CH:35][CH:36]=3)[CH:21]=2)[C:16]([CH3:25])([CH3:24])[CH2:15]1. (3) Given the reactants [O:1]1[CH2:3][C@@H:2]1[CH2:4][C:5]([O:7][CH2:8]C)=[O:6].[CH:10]1[C:19]2[C:14](=[CH:15][CH:16]=[CH:17][CH:18]=2)[CH:13]=[CH:12][C:11]=1[SH:20].C(=O)([O-])[O-].[Na+].[Na+], predict the reaction product. The product is: [OH:1][C@H:2]([CH2:3][S:20][C:11]1[CH:12]=[CH:13][C:14]2[C:19](=[CH:18][CH:17]=[CH:16][CH:15]=2)[CH:10]=1)[CH2:4][C:5]([O:7][CH3:8])=[O:6]. (4) The product is: [F:1][C:2]1[CH:3]=[CH:4][C:5]2[C:14](=[O:15])[C:13](=[N:19][OH:20])[C:12]3[CH:11]=[N:10][N:9]=[C:8]([O:16][CH3:17])[C:7]=3[C:6]=2[CH:18]=1. Given the reactants [F:1][C:2]1[CH:3]=[CH:4][C:5]2[C:14]([OH:15])=[CH:13][C:12]3[CH:11]=[N:10][N:9]=[C:8]([O:16][CH3:17])[C:7]=3[C:6]=2[CH:18]=1.[N:19](OC(C)(C)C)=[O:20].Cl.O1CCOCC1.C([O-])(O)=O.[Na+], predict the reaction product. (5) Given the reactants [C:1]([O:5][C:6]([NH:8][CH:9]1[CH2:14][CH2:13][CH2:12][CH2:11][CH:10]1[C:15]([OH:17])=[O:16])=[O:7])([CH3:4])([CH3:3])[CH3:2].[CH3:18][Si:19]([CH3:24])([CH3:23])[CH2:20][CH2:21]O.CCN=C=NCCCN(C)C, predict the reaction product. The product is: [C:1]([O:5][C:6]([NH:8][CH:9]1[CH2:14][CH2:13][CH2:12][CH2:11][CH:10]1[C:15]([O:17][CH2:21][CH2:20][Si:19]([CH3:24])([CH3:23])[CH3:18])=[O:16])=[O:7])([CH3:4])([CH3:2])[CH3:3]. (6) Given the reactants C[O:2][C:3]([C:5]1[N:6]([C:20]2[CH:25]=[CH:24][CH:23]=[C:22]([C:26]([O:28]C)=[O:27])[CH:21]=2)[C:7]2[C:12]([C:13]=1[CH2:14][CH2:15][S:16]C(=O)C)=[CH:11][CH:10]=[CH:9][CH:8]=2)=[O:4].[OH-].[K+].Cl, predict the reaction product. The product is: [C:26]([C:22]1[CH:21]=[C:20]([N:6]2[C:7]3[C:12](=[CH:11][CH:10]=[CH:9][CH:8]=3)[C:13]([CH2:14][CH2:15][SH:16])=[C:5]2[C:3]([OH:4])=[O:2])[CH:25]=[CH:24][CH:23]=1)([OH:28])=[O:27]. (7) Given the reactants [NH:1]1[CH2:6][CH2:5][CH2:4][CH2:3][CH2:2]1.C1(CN)CCCCC1.[O:15]=[C:16]1[C:24]2([CH2:28][O:27][C:26]3[CH:29]=[C:30]4[C:34](=[CH:35][C:25]2=3)[CH2:33][CH2:32][O:31]4)[C:23]2[C:18](=[CH:19][CH:20]=[CH:21][CH:22]=2)[N:17]1[CH2:36][C:37]1[CH:45]=[CH:44][CH:43]=[CH:42][C:38]=1[C:39](O)=[O:40].O=C1C2(COC3C=C4C(=CC2=3)CCO4)C2C(=CC=CC=2)N1CC1C=C(C=CC=1)C(O)=O, predict the reaction product. The product is: [N:1]1([C:39]([C:38]2[CH:42]=[CH:43][CH:44]=[CH:45][C:37]=2[CH2:36][N:17]2[C:18]3[C:23](=[CH:22][CH:21]=[CH:20][CH:19]=3)[C:24]3([CH2:28][O:27][C:26]4[CH:29]=[C:30]5[C:34](=[CH:35][C:25]3=4)[CH2:33][CH2:32][O:31]5)[C:16]2=[O:15])=[O:40])[CH2:6][CH2:5][CH2:4][CH2:3][CH2:2]1.